Dataset: Forward reaction prediction with 1.9M reactions from USPTO patents (1976-2016). Task: Predict the product of the given reaction. (1) Given the reactants [C:1]([O:4][C:5]1[C:10]([CH3:11])=[CH:9][C:8]([OH:12])=[C:7]([CH3:13])[C:6]=1[CH3:14])(=[O:3])[CH3:2].Cl[CH2:16][CH:17]=[CH:18][C:19]1[CH:24]=[CH:23][CH:22]=[CH:21][CH:20]=1.C(=O)([O-])[O-].[K+].[K+].O, predict the reaction product. The product is: [C:1]([O:4][C:5]1[C:10]([CH3:11])=[CH:9][C:8]([O:12][CH2:16][CH:17]=[CH:18][C:19]2[CH:24]=[CH:23][CH:22]=[CH:21][CH:20]=2)=[C:7]([CH3:13])[C:6]=1[CH3:14])(=[O:3])[CH3:2]. (2) Given the reactants [CH2:1]([OH:3])[CH3:2].[CH:4]([OH:7])(C)C.[CH2:8]([OH:12])[CH2:9][CH2:10][CH3:11], predict the reaction product. The product is: [CH2:4]([OH:7])[CH2:2][CH2:1][OH:3].[CH2:11]([OH:3])[CH2:10][CH2:9][CH2:8][OH:12]. (3) Given the reactants [C:1](OC(=O)C)(=[O:3])[CH3:2].[NH2:8][CH2:9][C:10]1[CH:11]=[C:12]2[C:17](=[CH:18][CH:19]=1)[N:16]([CH:20]1[CH2:25][CH2:24][O:23][CH2:22][CH2:21]1)[C:15](=[O:26])[N:14]([CH2:27][C:28]1[CH:33]=[CH:32][C:31]([O:34][CH3:35])=[C:30]([O:36][CH3:37])[CH:29]=1)[C:13]2=[O:38].CCN(CC)CC, predict the reaction product. The product is: [CH3:37][O:36][C:30]1[CH:29]=[C:28]([CH:33]=[CH:32][C:31]=1[O:34][CH3:35])[CH2:27][N:14]1[C:13](=[O:38])[C:12]2[C:17](=[CH:18][CH:19]=[C:10]([CH2:9][NH:8][C:1](=[O:3])[CH3:2])[CH:11]=2)[N:16]([CH:20]2[CH2:25][CH2:24][O:23][CH2:22][CH2:21]2)[C:15]1=[O:26]. (4) Given the reactants [O:1]=[C:2]([CH3:20])[CH:3]([C:14]1[CH:19]=[CH:18][CH:17]=[CH:16][CH:15]=1)[C:4]([NH:6][CH2:7][CH2:8][C:9]1[S:10][CH:11]=[CH:12][CH:13]=1)=[O:5].[F:21][C:22]([F:35])([F:34])[S:23](O[S:23]([C:22]([F:35])([F:34])[F:21])(=[O:25])=[O:24])(=[O:25])=[O:24].C(N(CC)CC)C, predict the reaction product. The product is: [F:21][C:22]([F:35])([F:34])[S:23]([O:1]/[C:2](/[CH3:20])=[C:3](/[C:14]1[CH:19]=[CH:18][CH:17]=[CH:16][CH:15]=1)\[C:4](=[O:5])[NH:6][CH2:7][CH2:8][C:9]1[S:10][CH:11]=[CH:12][CH:13]=1)(=[O:25])=[O:24]. (5) Given the reactants [C:1](O[BH-](OC(=O)C)OC(=O)C)(=O)C.[Na+].C=O.[Cl:17][C:18]1[CH:48]=[C:47]([Cl:49])[CH:46]=[CH:45][C:19]=1[CH2:20][N:21]1[C:25]2[CH:26]=[C:27]([CH2:31][NH:32][C:33]3[CH:34]=[C:35]([CH:41]=[CH:42][CH:43]=3)[C:36]([O:38][CH2:39][CH3:40])=[O:37])[CH:28]=[C:29]([CH3:30])[C:24]=2[N:23]=[C:22]1[CH3:44], predict the reaction product. The product is: [Cl:17][C:18]1[CH:48]=[C:47]([Cl:49])[CH:46]=[CH:45][C:19]=1[CH2:20][N:21]1[C:25]2[CH:26]=[C:27]([CH2:31][N:32]([CH3:1])[C:33]3[CH:34]=[C:35]([CH:41]=[CH:42][CH:43]=3)[C:36]([O:38][CH2:39][CH3:40])=[O:37])[CH:28]=[C:29]([CH3:30])[C:24]=2[N:23]=[C:22]1[CH3:44]. (6) The product is: [Cl:1][C:2]1[C:3]([F:9])=[CH:4][C:5]([OH:8])=[C:6]([N+:10]([O-:12])=[O:11])[CH:7]=1. Given the reactants [Cl:1][C:2]1[CH:7]=[CH:6][C:5]([OH:8])=[CH:4][C:3]=1[F:9].[N+:10]([O-])([OH:12])=[O:11], predict the reaction product.